This data is from Forward reaction prediction with 1.9M reactions from USPTO patents (1976-2016). The task is: Predict the product of the given reaction. Given the reactants CC1(C)C(C)(C)OB([C:9]2[CH:17]=[C:16]3[C:12]([CH2:13][CH2:14][C:15]3=[O:18])=[CH:11][CH:10]=2)O1.I[C:21]1[CH:26]=[CH:25][N:24]=[C:23]2[NH:27][N:28]=[CH:29][C:22]=12.C(=O)([O-])[O-].[Na+].[Na+], predict the reaction product. The product is: [NH:27]1[C:23]2=[N:24][CH:25]=[CH:26][C:21]([C:9]3[CH:17]=[C:16]4[C:12]([CH2:13][CH2:14][C:15]4=[O:18])=[CH:11][CH:10]=3)=[C:22]2[CH:29]=[N:28]1.